From a dataset of Reaction yield outcomes from USPTO patents with 853,638 reactions. Predict the reaction yield, written as a fraction of the theoretical maximum amount of product (1.0 means a 100% yield; for example, 0.34 means a 34% yield). (1) The reactants are [N:1]1[C:6]2[NH:7][CH:8]=[CH:9][C:5]=2[C:4](O)=[N:3][CH:2]=1.P(Cl)(Cl)([Cl:13])=O. No catalyst specified. The product is [Cl:13][C:4]1[C:5]2[CH:9]=[CH:8][NH:7][C:6]=2[N:1]=[CH:2][N:3]=1. The yield is 0.420. (2) The reactants are [C:1]([NH:4][C@:5]1([C:20](=[O:26])[NH:21][C:22]([CH3:25])([CH3:24])[CH3:23])[C@@H:9]([CH2:10][CH:11]=[CH2:12])[CH2:8][N:7]([C:13]([O:15][C:16]([CH3:19])([CH3:18])[CH3:17])=[O:14])[CH2:6]1)(=[O:3])[CH3:2].[CH3:27][C:28]1([CH3:35])[C:32]([CH3:34])([CH3:33])[O:31][BH:30][O:29]1. The catalyst is C(Cl)Cl.[Ir].ClC1CCC=CCCC=1.C1(P(C2C=CC=CC=2)CCP(C2C=CC=CC=2)C2C=CC=CC=2)C=CC=CC=1. The product is [C:1]([NH:4][C@:5]1([C:20](=[O:26])[NH:21][C:22]([CH3:25])([CH3:24])[CH3:23])[C@@H:9]([CH2:10][CH2:11][CH2:12][B:30]2[O:31][C:32]([CH3:34])([CH3:33])[C:28]([CH3:35])([CH3:27])[O:29]2)[CH2:8][N:7]([C:13]([O:15][C:16]([CH3:17])([CH3:18])[CH3:19])=[O:14])[CH2:6]1)(=[O:3])[CH3:2]. The yield is 0.820. (3) The reactants are [NH:1]1[CH2:5][CH2:4][CH2:3][CH2:2]1.Cl[CH2:7][CH2:8][O:9][C:10]1[C:18]2[C:13](=[N:14][CH:15]=[N:16][C:17]=2[NH:19][C:20]2[CH:25]=[CH:24][C:23]([O:26][CH2:27][C:28]3[CH:33]=[CH:32][CH:31]=[C:30]([F:34])[CH:29]=3)=[C:22]([Cl:35])[CH:21]=2)[NH:12][N:11]=1. The catalyst is C(O)C. The product is [Cl:35][C:22]1[CH:21]=[C:20]([NH:19][C:17]2[N:16]=[CH:15][N:14]=[C:13]3[NH:12][N:11]=[C:10]([O:9][CH2:8][CH2:7][N:1]4[CH2:5][CH2:4][CH2:3][CH2:2]4)[C:18]=23)[CH:25]=[CH:24][C:23]=1[O:26][CH2:27][C:28]1[CH:33]=[CH:32][CH:31]=[C:30]([F:34])[CH:29]=1. The yield is 0.310. (4) The reactants are Cl.[C:2]([C:6]1[CH:16]=[CH:15][CH:14]=[CH:13][C:7]=1[O:8][CH2:9][CH2:10][NH:11][CH3:12])([CH3:5])([CH3:4])[CH3:3].[N:17]1[CH:22]=[CH:21][CH:20]=[C:19]([C:23]([OH:25])=O)[N:18]=1. No catalyst specified. The product is [C:2]([C:6]1[CH:16]=[CH:15][CH:14]=[CH:13][C:7]=1[O:8][CH2:9][CH2:10][N:11]([CH3:12])[C:23]([C:19]1[N:18]=[N:17][CH:22]=[CH:21][CH:20]=1)=[O:25])([CH3:5])([CH3:3])[CH3:4]. The yield is 0.600. (5) The yield is 0.470. The product is [Cl:9][C:8]1[N:1]=[C:2]([Cl:3])[N:4]=[C:5]([N:12]2[CH2:11][CH:10]3[O:17][CH:14]([CH2:15][CH2:16]3)[CH2:13]2)[N:7]=1. No catalyst specified. The reactants are [N:1]1[C:8]([Cl:9])=[N:7][C:5](Cl)=[N:4][C:2]=1[Cl:3].[CH:10]12[O:17][CH:14]([CH2:15][CH2:16]1)[CH2:13][NH:12][CH2:11]2. (6) The reactants are [Br:1][C:2]1[N:7]=[C:6]([CH2:8]O)[CH:5]=[CH:4][CH:3]=1.[C:10]1(=[O:20])[NH:14][C:13](=[O:15])[C:12]2=[CH:16][CH:17]=[CH:18][CH:19]=[C:11]12.C1(P(C2C=CC=CC=2)C2C=CC=CC=2)C=CC=CC=1.C1CCN(C(N=NC(N2CCCCC2)=O)=O)CC1. The catalyst is C1COCC1. The product is [Br:1][C:2]1[N:7]=[C:6]([CH2:8][N:14]2[C:10](=[O:20])[C:11]3[C:12](=[CH:16][CH:17]=[CH:18][CH:19]=3)[C:13]2=[O:15])[CH:5]=[CH:4][CH:3]=1. The yield is 0.800. (7) The reactants are [Cl:1][C:2]1[C:7]([C:8]([F:11])([F:10])[F:9])=[CH:6][C:5]([N+:12]([O-])=O)=[CH:4][N:3]=1. The catalyst is C(OCC)(=O)C.[Zn+2].[Br-].[Br-]. The product is [Cl:1][C:2]1[N:3]=[CH:4][C:5]([NH2:12])=[CH:6][C:7]=1[C:8]([F:11])([F:9])[F:10]. The yield is 0.920. (8) The reactants are [F:1][C:2]1[CH:3]=[C:4](B(O)O)[CH:5]=[CH:6][CH:7]=1.Br[C:12]1[CH:13]=[C:14]([CH3:23])[C:15]([O:21][CH3:22])=[C:16]([CH:20]=1)[C:17]([OH:19])=[O:18].C([O-])([O-])=O.[Na+].[Na+].CN(C=O)C. The catalyst is CCO.C1C=CC([P]([Pd]([P](C2C=CC=CC=2)(C2C=CC=CC=2)C2C=CC=CC=2)([P](C2C=CC=CC=2)(C2C=CC=CC=2)C2C=CC=CC=2)[P](C2C=CC=CC=2)(C2C=CC=CC=2)C2C=CC=CC=2)(C2C=CC=CC=2)C2C=CC=CC=2)=CC=1.O. The product is [F:1][C:2]1[CH:3]=[C:4]([C:12]2[CH:13]=[C:14]([CH3:23])[C:15]([O:21][CH3:22])=[C:16]([CH:20]=2)[C:17]([OH:19])=[O:18])[CH:5]=[CH:6][CH:7]=1. The yield is 0.860. (9) The reactants are [CH2:1]([N:8]1[C:12](=[O:13])[CH2:11][N:10]([CH3:14])[C:9]1=[S:15])[C:2]1[CH:7]=[CH:6][CH:5]=[CH:4][CH:3]=1.C1(C)C=CC(S([O-])(=O)=O)=CC=1.[CH3:27][N+:28]1[C:32]2[CH:33]=[CH:34][CH:35]=[CH:36][C:31]=2[S:30][C:29]=1SC. The catalyst is CC#N. The product is [CH2:1]([N:8]1[C:12](=[O:13])[C:11](=[C:29]2[N:28]([CH3:27])[C:32]3[CH:33]=[CH:34][CH:35]=[CH:36][C:31]=3[S:30]2)[N:10]([CH3:14])[C:9]1=[S:15])[C:2]1[CH:3]=[CH:4][CH:5]=[CH:6][CH:7]=1. The yield is 0.850. (10) The yield is 0.870. The reactants are [H-].[Na+].[O:3]=[C:4]1[CH2:13][N:12]2[C@H:14]3[CH2:19][CH2:18][N:17]([C:20]([O:22][CH2:23][CH3:24])=[O:21])[CH2:16][C@H:15]3[C:10]3[C:11]2=[C:6]([CH:7]=[CH:8][CH:9]=3)[NH:5]1.I[CH3:26]. The product is [CH3:26][N:5]1[C:6]2[CH:7]=[CH:8][CH:9]=[C:10]3[C@@H:15]4[CH2:16][N:17]([C:20]([O:22][CH2:23][CH3:24])=[O:21])[CH2:18][CH2:19][C@@H:14]4[N:12]([C:11]=23)[CH2:13][C:4]1=[O:3]. The catalyst is CCCCCC.CN(C)C=O.